This data is from Catalyst prediction with 721,799 reactions and 888 catalyst types from USPTO. The task is: Predict which catalyst facilitates the given reaction. (1) Reactant: [NH2:1][CH2:2][C:3]1([CH2:7][O:8][C:9]2[C:14]([O:15][CH3:16])=[C:13]([O:17][CH3:18])[CH:12]=[CH:11][C:10]=2[C:19]2[CH:27]=[CH:26][CH:25]=[C:24]3[C:20]=2[CH2:21][CH2:22][C:23]3=[O:28])[CH2:6][O:5][CH2:4]1.C(N(CC)CC)C.[C:36](Cl)(=[O:42])[O:37][CH2:38][CH2:39][O:40][CH3:41].COC1C(OC)=CC=C(C2C=CC=C3C=2CCC3=O)C=1OCC1(CNC(=O)C)COC1. Product: [CH3:41][O:40][CH2:39][CH2:38][O:37][C:36](=[O:42])[NH:1][CH2:2][C:3]1([CH2:7][O:8][C:9]2[C:10]([C:19]3[CH:27]=[CH:26][CH:25]=[C:24]4[C:20]=3[CH2:21][CH2:22][C:23]4=[O:28])=[CH:11][CH:12]=[C:13]([O:17][CH3:18])[C:14]=2[O:15][CH3:16])[CH2:4][O:5][CH2:6]1. The catalyst class is: 4. (2) Reactant: [Cl-].[Cl-].[CH3:3][SiH:4]([Zr+2:6]([CH:16]1[C:24]2[CH:19]([CH2:20][CH:21]=[CH:22][CH:23]=2)[CH2:18][CH2:17]1)[CH:7]1[C:15]2[CH:10]([CH2:11][CH:12]=[CH:13][CH:14]=2)[CH2:9][CH2:8]1)[CH3:5].C([Sn]([F:38])(CCCC)CCCC)CCC. Product: [F-:38].[F-:38].[CH3:5][SiH:4]([Zr+2:6]([CH:7]1[C:15]2[CH:10]([CH2:11][CH:12]=[CH:13][CH:14]=2)[CH2:9][CH2:8]1)[CH:16]1[C:24]2[CH:19]([CH2:20][CH:21]=[CH:22][CH:23]=2)[CH2:18][CH2:17]1)[CH3:3]. The catalyst class is: 4.